From a dataset of Full USPTO retrosynthesis dataset with 1.9M reactions from patents (1976-2016). Predict the reactants needed to synthesize the given product. Given the product [ClH:49].[CH:43]1([CH2:42][O:41][C@@H:10]2[O:11][CH2:12][C@H:13]([C@@H:14]([OH:40])[C@@H:15]([NH:25][C:26](=[O:39])/[C:27](/[CH3:38])=[CH:28]/[C:29](=[O:37])[N:30]([CH2:31][CH2:32][CH3:33])[CH2:34][CH2:35][CH3:36])[CH2:16][C:17]3[CH:22]=[C:21]([F:23])[CH:20]=[C:19]([F:24])[CH:18]=3)[N:8]([C:6]([OH:7])=[O:5])[CH2:9]2)[CH2:44][CH2:45][CH2:46][CH2:47][CH2:48]1, predict the reactants needed to synthesize it. The reactants are: C([O:5][C:6]([N:8]1[C@@H:13]([C@@H:14]([OH:40])[C@@H:15]([NH:25][C:26](=[O:39])/[C:27](/[CH3:38])=[CH:28]/[C:29](=[O:37])[N:30]([CH2:34][CH2:35][CH3:36])[CH2:31][CH2:32][CH3:33])[CH2:16][C:17]2[CH:22]=[C:21]([F:23])[CH:20]=[C:19]([F:24])[CH:18]=2)[CH2:12][O:11][C@@H:10]([O:41][CH2:42][CH:43]2[CH2:48][CH2:47][CH2:46][CH2:45][CH2:44]2)[CH2:9]1)=[O:7])(C)(C)C.[ClH:49].C(OCC)C.